The task is: Predict the reaction yield, written as a fraction of the theoretical maximum amount of product (1.0 means a 100% yield; for example, 0.34 means a 34% yield).. This data is from Reaction yield outcomes from USPTO patents with 853,638 reactions. (1) The reactants are [Cl:1][C:2]1[C:3]2[CH:10]=[CH:9][N:8]([C@@H:11]3[CH2:15][C@H:14]([CH2:16][OH:17])[C@@H:13]([OH:18])[C@H:12]3[OH:19])[C:4]=2[N:5]=[CH:6][N:7]=1.CO[C:22](OC)([CH3:24])[CH3:23].O.C1(C)C=CC(S(O)(=O)=O)=CC=1.C([O-])(O)=O.[Na+]. No catalyst specified. The product is [Cl:1][C:2]1[C:3]2[CH:10]=[CH:9][N:8]([C@H:11]3[C@@H:12]4[O:19][C:22]([CH3:24])([CH3:23])[O:18][C@@H:13]4[C@@H:14]([CH2:16][OH:17])[CH2:15]3)[C:4]=2[N:5]=[CH:6][N:7]=1. The yield is 0.700. (2) The reactants are C([O-])(O)=O.[Na+].[NH:6]1[C:14]2[C:9](=[CH:10][CH:11]=[CH:12][CH:13]=2)[CH2:8][CH2:7]1.[C:15](Cl)(=[O:17])[CH3:16]. The catalyst is C(Cl)Cl. The product is [N:6]1([C:15](=[O:17])[CH3:16])[C:14]2[C:9](=[CH:10][CH:11]=[CH:12][CH:13]=2)[CH2:8][CH2:7]1. The yield is 1.00.